Dataset: CYP1A2 inhibition data for predicting drug metabolism from PubChem BioAssay. Task: Regression/Classification. Given a drug SMILES string, predict its absorption, distribution, metabolism, or excretion properties. Task type varies by dataset: regression for continuous measurements (e.g., permeability, clearance, half-life) or binary classification for categorical outcomes (e.g., BBB penetration, CYP inhibition). Dataset: cyp1a2_veith. (1) The drug is O=c1c(-c2cccs2)nc2cncnc2n1Cc1ccccc1. The result is 1 (inhibitor). (2) The result is 0 (non-inhibitor). The compound is Cc1cn[nH]c1. (3) The molecule is NCCc1ccc(S(=O)(=O)O)cc1[N+](=O)[O-]. The result is 0 (non-inhibitor).